Dataset: Forward reaction prediction with 1.9M reactions from USPTO patents (1976-2016). Task: Predict the product of the given reaction. Given the reactants C(O[C@H:5]1[CH2:9][N:8](C(OC(C)(C)C)=O)[C@@H:7]([C:17](O)=O)[CH2:6]1)C=C.Br[C:21]1[CH:22]=[C:23]([CH:27]=[C:28]([C:30]([O:32]C)=O)[CH:29]=1)[C:24]([OH:26])=[O:25].N(O[CH2:37]CCC)=O.C(OC(N1C[C@H](O)C[C@@H]1C(O)=O)=O)(C)(C)C, predict the reaction product. The product is: [CH2:7]([N:8]([CH2:9][CH2:5][CH3:6])[C:30]([C:28]1[CH:27]=[C:23]([CH:22]=[CH:21][CH:29]=1)[C:24]([OH:26])=[O:25])=[O:32])[CH2:17][CH3:37].